Dataset: Forward reaction prediction with 1.9M reactions from USPTO patents (1976-2016). Task: Predict the product of the given reaction. (1) Given the reactants [N+:1]([C:4]1[CH:5]=[CH:6][C:7]2[N:8]([CH2:17][CH3:18])[C:9]3[C:14]([C:15]=2[CH:16]=1)=[CH:13][CH:12]=[CH:11][CH:10]=3)([O-:3])=[O:2].[C:19](Cl)(=[O:26])[C:20]1[CH:25]=[CH:24][CH:23]=[CH:22][CH:21]=1, predict the reaction product. The product is: [N+:1]([C:4]1[CH:5]=[CH:6][C:7]2[N:8]([CH2:17][CH3:18])[C:9]3[C:14]([C:15]=2[CH:16]=1)=[CH:13][C:12]([C:19](=[O:26])[C:20]1[CH:25]=[CH:24][CH:23]=[CH:22][CH:21]=1)=[CH:11][CH:10]=3)([O-:3])=[O:2]. (2) Given the reactants Br[C:2]1[CH:7]=[CH:6][C:5]([C:8]2[CH:13]=[C:12]([C:14]3[C:15]([C:38]4[CH:43]=[CH:42][CH:41]=[C:40]([CH3:44])[N:39]=4)=[N:16][N:17](C(C4C=CC=CC=4)(C4C=CC=CC=4)C4C=CC=CC=4)[CH:18]=3)[CH:11]=[CH:10][N:9]=2)=[CH:4][CH:3]=1.[CH3:45][C:46]1[NH:47][CH:48]=[CH:49][N:50]=1, predict the reaction product. The product is: [CH3:45][C:46]1[N:47]([C:2]2[CH:3]=[CH:4][C:5]([C:8]3[CH:13]=[C:12]([C:14]4[C:15]([C:38]5[CH:43]=[CH:42][CH:41]=[C:40]([CH3:44])[N:39]=5)=[N:16][NH:17][CH:18]=4)[CH:11]=[CH:10][N:9]=3)=[CH:6][CH:7]=2)[CH:48]=[CH:49][N:50]=1.